From a dataset of Forward reaction prediction with 1.9M reactions from USPTO patents (1976-2016). Predict the product of the given reaction. (1) Given the reactants C([C:5]1N=C(N2CCC(F)(F)C2)[C:8]2[C:9](=[N:11][N:12](CC)[N:13]=2)[N:10]=1)(C)(C)C.[C:23]([NH:27][C:28]1[N:29]=[C:30]([N:37]2[CH2:41][CH2:40][C:39]([F:43])([F:42])[CH2:38]2)[C:31]2[N:36]=[N:35][NH:34][C:32]=2[N:33]=1)([CH3:26])([CH3:25])[CH3:24].ClCC1N(C)N=NN=1, predict the reaction product. The product is: [C:23]([NH:27][C:28]1[N:29]=[C:30]([N:37]2[CH2:41][CH2:40][C:39]([F:42])([F:43])[CH2:38]2)[C:31]2[C:32](=[N:34][N:35]([CH2:8][C:9]3[N:10]([CH3:5])[N:13]=[N:12][N:11]=3)[N:36]=2)[N:33]=1)([CH3:26])([CH3:24])[CH3:25]. (2) Given the reactants Br[CH:2]([CH3:15])[C:3]([C:5]1[C:14]2[C:9](=[CH:10][CH:11]=[CH:12][CH:13]=2)[CH:8]=[CH:7][CH:6]=1)=[O:4].[C:16]([O-:19])(=[O:18])[CH3:17].[Na+].CN(C)C=[O:24], predict the reaction product. The product is: [C:5]1([CH:3]([O:4][C:16](=[O:18])[CH3:17])[C:2](=[O:24])[CH3:15])[C:14]2[C:9](=[CH:10][CH:11]=[CH:12][CH:13]=2)[CH:8]=[CH:7][CH:6]=1.[CH3:15][CH:2]([O:19][C:16](=[O:18])[CH3:17])[C:3]([C:5]1[C:14]2[C:9](=[CH:10][CH:11]=[CH:12][CH:13]=2)[CH:8]=[CH:7][CH:6]=1)=[O:4]. (3) Given the reactants [C:1]([O:5][C:6](=[O:18])[NH:7][C:8]1[CH:13]=[CH:12][C:11](I)=[CH:10][C:9]=1[N+:15]([O-:17])=[O:16])([CH3:4])([CH3:3])[CH3:2].B1(B2OC(C)(C)C(C)(C)O2)OC(C)(C)C(C)(C)O1.I[C:38]1[CH:43]=[CH:42][C:41]([CH3:44])=[CH:40][CH:39]=1, predict the reaction product. The product is: [C:1]([O:5][C:6](=[O:18])[NH:7][C:8]1[CH:13]=[CH:12][C:11]([C:38]2[CH:43]=[CH:42][C:41]([CH3:44])=[CH:40][CH:39]=2)=[CH:10][C:9]=1[N+:15]([O-:17])=[O:16])([CH3:4])([CH3:3])[CH3:2]. (4) The product is: [NH2:24][C:23]1[CH:25]=[C:26]([C:2]2[CH:3]=[CH:4][N:5]3[C:10]([C:11]=2[CH3:12])=[C:9]([CH:13]2[CH2:15][CH2:14]2)[CH:8]=[C:7]([C:16]([O:18][CH3:19])=[O:17])[C:6]3=[O:20])[CH:27]=[CH:28][C:22]=1[F:21]. Given the reactants Cl[C:2]1[CH:3]=[CH:4][N:5]2[C:10]([C:11]=1[CH3:12])=[C:9]([CH:13]1[CH2:15][CH2:14]1)[CH:8]=[C:7]([C:16]([O:18][CH3:19])=[O:17])[C:6]2=[O:20].[F:21][C:22]1[CH:28]=[CH:27][C:26](B2OC(C)(C)C(C)(C)O2)=[CH:25][C:23]=1[NH2:24], predict the reaction product. (5) Given the reactants [NH2:1][CH2:2][CH2:3][O:4][C@@H:5]([C:19]1[CH:24]=[CH:23][CH:22]=[C:21]([F:25])[C:20]=1[F:26])[C@@H:6]1[CH2:11][CH2:10][CH2:9][N:8]([C:12]([O:14][C:15]([CH3:18])([CH3:17])[CH3:16])=[O:13])[CH2:7]1.CCN(CC)CC.Cl[C:35]([O:37][CH3:38])=[O:36], predict the reaction product. The product is: [F:26][C:20]1[C:21]([F:25])=[CH:22][CH:23]=[CH:24][C:19]=1[C@H:5]([O:4][CH2:3][CH2:2][NH:1][C:35]([O:37][CH3:38])=[O:36])[C@@H:6]1[CH2:11][CH2:10][CH2:9][N:8]([C:12]([O:14][C:15]([CH3:18])([CH3:17])[CH3:16])=[O:13])[CH2:7]1.